This data is from Forward reaction prediction with 1.9M reactions from USPTO patents (1976-2016). The task is: Predict the product of the given reaction. (1) Given the reactants [Cl:1][C:2]1[CH:3]=[C:4]([CH2:9][C:10]([O:12][CH3:13])=[O:11])[CH:5]=[CH:6][C:7]=1[OH:8].CN(C)C.[S:18](O[S:18]([C:21]([F:24])([F:23])[F:22])(=[O:20])=[O:19])([C:21]([F:24])([F:23])[F:22])(=[O:20])=[O:19], predict the reaction product. The product is: [Cl:1][C:2]1[CH:3]=[C:4]([CH2:9][C:10]([O:12][CH3:13])=[O:11])[CH:5]=[CH:6][C:7]=1[O:8][S:18]([C:21]([F:24])([F:23])[F:22])(=[O:20])=[O:19]. (2) Given the reactants [CH3:1][O:2][C:3]1[N:8]=[CH:7][C:6]([CH:9]=[O:10])=[CH:5][CH:4]=1.[F:11][C:12]([Si](C)(C)C)([F:14])[F:13].[F-].C([N+](CCCC)(CCCC)CCCC)CCC, predict the reaction product. The product is: [CH3:1][O:2][C:3]1[CH:4]=[CH:5][C:6]([CH:9]([OH:10])[C:12]([F:14])([F:13])[F:11])=[CH:7][N:8]=1. (3) Given the reactants [Cl:1][C:2]1[CH:3]=[C:4]2[C:8](=[CH:9][CH:10]=1)[N:7]([C:11]1[N:15]([CH3:16])[N:14]=[C:13]([CH3:17])[C:12]=1/[CH:18]=[C:19]1/[C:20](=[O:25])[NH:21][C:22](=[O:24])[S:23]/1)[CH:6]=[CH:5]2.[H][H], predict the reaction product. The product is: [Cl:1][C:2]1[CH:3]=[C:4]2[C:8](=[CH:9][CH:10]=1)[N:7]([C:11]1[N:15]([CH3:16])[N:14]=[C:13]([CH3:17])[C:12]=1[CH2:18][CH:19]1[S:23][C:22](=[O:24])[NH:21][C:20]1=[O:25])[CH:6]=[CH:5]2.